Dataset: Forward reaction prediction with 1.9M reactions from USPTO patents (1976-2016). Task: Predict the product of the given reaction. Given the reactants [CH3:1][S:2]([C:5]1[CH:13]=[C:12]2[C:8]([CH:9]=[CH:10][NH:11]2)=[CH:7][CH:6]=1)(=[O:4])=[O:3].C([Mg]Br)C.[CH3:18][C:19]1([CH3:27])[C:21]([CH3:23])([CH3:22])[CH:20]1[C:24](Cl)=[O:25], predict the reaction product. The product is: [CH3:1][S:2]([C:5]1[CH:13]=[C:12]2[C:8]([C:9]([C:24]([CH:20]3[C:21]([CH3:23])([CH3:22])[C:19]3([CH3:27])[CH3:18])=[O:25])=[CH:10][NH:11]2)=[CH:7][CH:6]=1)(=[O:4])=[O:3].